Dataset: Forward reaction prediction with 1.9M reactions from USPTO patents (1976-2016). Task: Predict the product of the given reaction. (1) The product is: [F:36][C:2]([F:1])([F:35])[C:3]1[CH:4]=[C:5]([CH:28]=[C:29]([C:31]([F:34])([F:33])[F:32])[CH:30]=1)[CH2:6][N:7]([CH2:8][C:9]1[C:10]([N:19]([CH2:22][CH:23]2[CH2:27][CH2:26][CH2:25][CH2:24]2)[CH2:20][CH3:21])=[N:11][CH:12]=[C:13]([C:15]([F:17])([F:16])[F:18])[CH:14]=1)[C:41]1[N:42]=[CH:43][C:38]([Br:37])=[CH:39][N:40]=1. Given the reactants [F:1][C:2]([F:36])([F:35])[C:3]1[CH:4]=[C:5]([CH:28]=[C:29]([C:31]([F:34])([F:33])[F:32])[CH:30]=1)[CH2:6][NH:7][CH2:8][C:9]1[C:10]([N:19]([CH2:22][CH:23]2[CH2:27][CH2:26][CH2:25][CH2:24]2)[CH2:20][CH3:21])=[N:11][CH:12]=[C:13]([C:15]([F:18])([F:17])[F:16])[CH:14]=1.[Br:37][C:38]1[CH:39]=[N:40][C:41](Cl)=[N:42][CH:43]=1.C(N(CC)CC)C, predict the reaction product. (2) Given the reactants Cl.C[O:3][C:4](=[O:38])[C:5]1[CH:10]=[CH:9][C:8]([O:11][C:12]2[CH:17]=[CH:16][C:15]([CH2:18][C@H:19]([NH2:37])[C:20]3[N:21]([CH2:33][CH2:34][CH2:35][CH3:36])[CH:22]=[C:23]([C:25]4[CH:30]=[CH:29][C:28]([Cl:31])=[CH:27][C:26]=4[Cl:32])[N:24]=3)=[CH:14][CH:13]=2)=[CH:7][CH:6]=1.[C:39](O)(=[O:42])[CH2:40][CH3:41], predict the reaction product. The product is: [CH2:33]([N:21]1[CH:22]=[C:23]([C:25]2[CH:30]=[CH:29][C:28]([Cl:31])=[CH:27][C:26]=2[Cl:32])[N:24]=[C:20]1[C@@H:19]([NH:37][C:39](=[O:42])[CH2:40][CH3:41])[CH2:18][C:15]1[CH:14]=[CH:13][C:12]([O:11][C:8]2[CH:9]=[CH:10][C:5]([C:4]([OH:3])=[O:38])=[CH:6][CH:7]=2)=[CH:17][CH:16]=1)[CH2:34][CH2:35][CH3:36]. (3) Given the reactants [OH-].[Al+3:2].[OH-].[OH-].[C:5]([OH:10])(=[O:9])[CH:6]([CH3:8])[OH:7], predict the reaction product. The product is: [C:5]([O-:10])(=[O:9])[CH:6]([CH3:8])[OH:7].[Al+3:2].[C:5]([O-:10])(=[O:9])[CH:6]([CH3:8])[OH:7].[C:5]([O-:10])(=[O:9])[CH:6]([CH3:8])[OH:7]. (4) Given the reactants [O:1]1[C:5]2[CH:6]=[CH:7][C:8]([OH:10])=[CH:9][C:4]=2[O:3][CH2:2]1.C([Mg]Cl)(C)C.[Br:16][C:17]1[C:25]2[C:24](=O)[C:23](=[O:27])[CH:22]=[C:21]3[CH2:28][CH2:29][CH2:30][CH2:31][N:19]([C:20]=23)[CH:18]=1.FC(F)(F)C(O)=O.C([SiH](CC)CC)C, predict the reaction product. The product is: [Br:16][C:17]1[C:25]2[CH:24]([C:7]3[C:8]([OH:10])=[CH:9][C:4]4[O:3][CH2:2][O:1][C:5]=4[CH:6]=3)[C:23](=[O:27])[CH:22]=[C:21]3[CH2:28][CH2:29][CH2:30][CH2:31][N:19]([C:20]=23)[CH:18]=1.